Dataset: NCI-60 drug combinations with 297,098 pairs across 59 cell lines. Task: Regression. Given two drug SMILES strings and cell line genomic features, predict the synergy score measuring deviation from expected non-interaction effect. Drug 1: CC1C(C(CC(O1)OC2CC(OC(C2O)C)OC3=CC4=CC5=C(C(=O)C(C(C5)C(C(=O)C(C(C)O)O)OC)OC6CC(C(C(O6)C)O)OC7CC(C(C(O7)C)O)OC8CC(C(C(O8)C)O)(C)O)C(=C4C(=C3C)O)O)O)O. Drug 2: CC1C(C(CC(O1)OC2CC(CC3=C2C(=C4C(=C3O)C(=O)C5=CC=CC=C5C4=O)O)(C(=O)C)O)N)O. Cell line: NCI-H322M. Synergy scores: CSS=44.7, Synergy_ZIP=7.47, Synergy_Bliss=16.5, Synergy_Loewe=10.7, Synergy_HSA=15.9.